Dataset: Forward reaction prediction with 1.9M reactions from USPTO patents (1976-2016). Task: Predict the product of the given reaction. (1) Given the reactants C([Li])CCC.C(NC(C)C)(C)C.[F:13][C:14]1[CH:19]=[C:18]([I:20])[CH:17]=[CH:16][C:15]=1[NH2:21].[Cl:22][C:23]1[C:24](=[O:36])[N:25]2[C:29](=[C:30]([C:33]([OH:35])=[O:34])[C:31]=1Cl)[CH2:28][CH2:27][CH2:26]2.Cl, predict the reaction product. The product is: [Cl:22][C:23]1[C:24](=[O:36])[N:25]2[C:29](=[C:30]([C:33]([OH:35])=[O:34])[C:31]=1[NH:21][C:15]1[CH:16]=[CH:17][C:18]([I:20])=[CH:19][C:14]=1[F:13])[CH2:28][CH2:27][CH2:26]2. (2) The product is: [CH3:1][O:2][C:3]1[CH:4]=[C:5]2[C:10](=[CH:11][CH:12]=1)[N:9]=[CH:8][N:7]=[C:6]2[CH2:13][CH2:14][CH:15]1[CH2:24][O:28][C:27]2([CH2:11][CH2:12][CH:3]([OH:2])[CH2:4][CH2:26]2)[O:25]1. Given the reactants [CH3:1][O:2][C:3]1[CH:4]=[C:5]2[C:10](=[CH:11][CH:12]=1)[N:9]=[CH:8][N:7]=[C:6]2[C:13]#[C:14][C:15]1([OH:25])[CH2:24]CC2(OCCO2)CC1.[CH3:26][CH2:27][OH:28], predict the reaction product. (3) The product is: [Br:1][C:2]1[CH:10]=[C:9]([F:11])[C:8]([CH2:12][Br:13])=[CH:7][C:3]=1[CH2:4][OH:5]. Given the reactants [Br:1][C:2]1[CH:10]=[C:9]([F:11])[C:8]([CH2:12][Br:13])=[CH:7][C:3]=1[C:4](O)=[O:5].CO, predict the reaction product. (4) Given the reactants [Li][CH2:2][CH2:3][CH2:4][CH3:5].CCCCC[CH2:11][CH3:12].C(O)C1C=CC=CC=1.BrC1C=CC([CH2:26][N:27]2[CH2:31][CH2:30][CH2:29][C@H:28]2[CH3:32])=C(Cl)C=1.[O:36]=[C:37]1[CH2:40][CH:39]([C:41]([OH:43])=O)[CH2:38]1.[ClH:44].[NH:45]1[CH2:49][CH2:48][CH2:47][CH2:46]1.F[P-](F)(F)(F)(F)F.N1(O[P+](N(C)C)(N(C)C)N(C)C)C2C=CC=CC=2N=N1, predict the reaction product. The product is: [Cl:44][C:3]1[CH:4]=[C:5]([C:37]2([OH:36])[CH2:38][CH:39]([C:41]([N:45]3[CH2:49][CH2:48][CH2:47][CH2:46]3)=[O:43])[CH2:40]2)[CH:11]=[CH:12][C:2]=1[CH2:26][N:27]1[CH2:31][CH2:30][CH2:29][C@H:28]1[CH3:32]. (5) Given the reactants Br[C:2]1[CH:3]=[C:4]([CH2:7][O:8][C:9]2[CH:14]=[CH:13][C:12]3[C:15]4([CH2:30][O:31][C:11]=3[CH:10]=2)[CH2:20][CH2:19][N:18]([CH2:21][CH2:22][C:23]([O:25][C:26]([CH3:29])([CH3:28])[CH3:27])=[O:24])[CH2:17][CH2:16]4)[S:5][CH:6]=1, predict the reaction product. The product is: [CH2:6]([C:2]1[CH:3]=[C:4]([CH2:7][O:8][C:9]2[CH:14]=[CH:13][C:12]3[C:15]4([CH2:30][O:31][C:11]=3[CH:10]=2)[CH2:20][CH2:19][N:18]([CH2:21][CH2:22][C:23]([O:25][C:26]([CH3:28])([CH3:29])[CH3:27])=[O:24])[CH2:17][CH2:16]4)[S:5][CH:6]=1)[CH2:2][CH2:3][CH3:4]. (6) Given the reactants [N+:1]([C:4]1[CH:5]=[C:6]([CH:10]=[CH:11][CH:12]=1)[C:7](Cl)=[O:8])([O-:3])=[O:2].[CH3:13][O:14][C:15]1[CH:30]=[CH:29][C:18]([C:19]([NH:21][C:22]2[C:23]([NH2:28])=[CH:24][CH:25]=[CH:26][CH:27]=2)=[O:20])=[CH:17][CH:16]=1, predict the reaction product. The product is: [N+:1]([C:4]1[CH:5]=[C:6]([CH:10]=[CH:11][CH:12]=1)[C:7]([NH:28][C:23]1[C:22]([NH:21][C:19](=[O:20])[C:18]2[CH:17]=[CH:16][C:15]([O:14][CH3:13])=[CH:30][CH:29]=2)=[CH:27][CH:26]=[CH:25][CH:24]=1)=[O:8])([O-:3])=[O:2].